The task is: Regression. Given two drug SMILES strings and cell line genomic features, predict the synergy score measuring deviation from expected non-interaction effect.. This data is from NCI-60 drug combinations with 297,098 pairs across 59 cell lines. Cell line: IGROV1. Drug 2: C1CN(CCN1C(=O)CCBr)C(=O)CCBr. Synergy scores: CSS=53.5, Synergy_ZIP=-2.40, Synergy_Bliss=-0.111, Synergy_Loewe=-2.27, Synergy_HSA=-1.84. Drug 1: CN(CC1=CN=C2C(=N1)C(=NC(=N2)N)N)C3=CC=C(C=C3)C(=O)NC(CCC(=O)O)C(=O)O.